Dataset: Peptide-MHC class II binding affinity with 134,281 pairs from IEDB. Task: Regression. Given a peptide amino acid sequence and an MHC pseudo amino acid sequence, predict their binding affinity value. This is MHC class II binding data. The peptide sequence is AAATAGTTVYGALAA. The MHC is HLA-DQA10501-DQB10301 with pseudo-sequence HLA-DQA10501-DQB10301. The binding affinity (normalized) is 0.588.